Dataset: Forward reaction prediction with 1.9M reactions from USPTO patents (1976-2016). Task: Predict the product of the given reaction. (1) The product is: [Cl:9][C:10]1[CH:11]=[CH:12][C:13]([C@:16]([NH:38][C:39]2[S:40][C:1]3[CH2:5][CH2:4][CH2:3][C:2]=3[N:41]=2)([C:24]2[CH:29]=[C:28]([O:30][C:31]([F:35])([F:36])[CH:32]([F:33])[F:34])[CH:27]=[C:26]([F:37])[CH:25]=2)[CH2:17][C:18]2[CH:19]=[CH:20][CH:21]=[CH:22][CH:23]=2)=[N:14][CH:15]=1. Given the reactants [C:1]1(=O)[CH2:5][CH2:4][CH2:3][CH2:2]1.BrBr.[Cl:9][C:10]1[CH:11]=[CH:12][C:13]([C@:16]([NH:38][C:39]([NH2:41])=[S:40])([C:24]2[CH:29]=[C:28]([O:30][C:31]([F:36])([F:35])[CH:32]([F:34])[F:33])[CH:27]=[C:26]([F:37])[CH:25]=2)[CH2:17][C:18]2[CH:23]=[CH:22][CH:21]=[CH:20][CH:19]=2)=[N:14][CH:15]=1, predict the reaction product. (2) The product is: [CH3:1][C:2]1[N:3]([CH2:8][CH:9]([C:11]2[N:16]=[CH:15][C:14]([C:17]3[CH:22]=[CH:21][C:20]([N:23]4[CH2:27][C@H:26]([CH2:28][N:29]5[CH:33]=[CH:32][N:31]=[N:30]5)[O:25][C:24]4=[O:34])=[CH:19][C:18]=3[F:35])=[CH:13][CH:12]=2)[OH:10])[C:4]([CH3:7])=[CH:5][N:6]=1. Given the reactants [CH3:1][C:2]1[N:3]([CH2:8][C:9]([C:11]2[N:16]=[CH:15][C:14]([C:17]3[CH:22]=[CH:21][C:20]([N:23]4[CH2:27][C@H:26]([CH2:28][N:29]5[CH:33]=[CH:32][N:31]=[N:30]5)[O:25][C:24]4=[O:34])=[CH:19][C:18]=3[F:35])=[CH:13][CH:12]=2)=[O:10])[C:4]([CH3:7])=[CH:5][N:6]=1.CO.[BH4-].[Na+], predict the reaction product. (3) Given the reactants Cl.[F:2][C:3]1[CH:14]=[CH:13][C:6]([C:7](N2CCC2)=[O:8])=[CH:5][CH:4]=1.[CH2:15]([N:17]([CH2:20][CH3:21])[CH2:18][CH3:19])C.[C:22]([O:26][C:27](=[O:52])[NH:28][C@H:29]([C:33]([C:46]1[CH:51]=[CH:50][CH:49]=[CH:48][CH:47]=1)([C:40]1[CH:45]=[CH:44][CH:43]=[CH:42][CH:41]=1)[O:34][SiH2:35][C:36]([CH3:39])([CH3:38])[CH3:37])CCI)([CH3:25])([CH3:24])[CH3:23], predict the reaction product. The product is: [C:22]([O:26][C:27](=[O:52])[NH:28][C@H:29]([C:33]([C:46]1[CH:51]=[CH:50][CH:49]=[CH:48][CH:47]=1)([C:40]1[CH:41]=[CH:42][CH:43]=[CH:44][CH:45]=1)[O:34][SiH2:35][C:36]([CH3:39])([CH3:38])[CH3:37])[CH2:21][CH2:20][N:17]1[CH2:15][CH:19]([C:7](=[O:8])[C:6]2[CH:5]=[CH:4][C:3]([F:2])=[CH:14][CH:13]=2)[CH2:18]1)([CH3:23])([CH3:24])[CH3:25]. (4) Given the reactants [CH3:1][CH:2]1[O:23][C:22]2[C:5](=[CH:6][C:7]3[CH2:13][CH2:12][N:11]([C:14]([O:16][C:17]([CH3:20])([CH3:19])[CH3:18])=[O:15])[CH2:10][CH2:9][C:8]=3[CH:21]=2)[NH:4][CH2:3]1.CI.[C:26](=O)([O-])[O-].[K+].[K+].O, predict the reaction product. The product is: [CH3:1][CH:2]1[O:23][C:22]2[C:5](=[CH:6][C:7]3[CH2:13][CH2:12][N:11]([C:14]([O:16][C:17]([CH3:18])([CH3:19])[CH3:20])=[O:15])[CH2:10][CH2:9][C:8]=3[CH:21]=2)[N:4]([CH3:26])[CH2:3]1. (5) Given the reactants [C:1]([C:5]1[CH:10]=[CH:9][C:8]([S:11]([N:14]2[C:20]3[CH:21]=[C:22]([C:25](O)=[O:26])[CH:23]=[CH:24][C:19]=3[NH:18][C:17]3[N:28]=[C:29]([C:32]([F:35])([F:34])[F:33])[CH:30]=[CH:31][C:16]=3[CH2:15]2)(=[O:13])=[O:12])=[CH:7][CH:6]=1)([CH3:4])([CH3:3])[CH3:2].Cl.C([O:44][CH:45]1[CH2:48][NH:47][CH2:46]1)C1C=CC=CC=1.C1CN([P+](ON2N=NC3C=CC=CC2=3)(N2CCCC2)N2CCCC2)CC1.F[P-](F)(F)(F)(F)F, predict the reaction product. The product is: [C:1]([C:5]1[CH:10]=[CH:9][C:8]([S:11]([N:14]2[C:20]3[CH:21]=[C:22]([C:25]([N:47]4[CH2:48][CH:45]([OH:44])[CH2:46]4)=[O:26])[CH:23]=[CH:24][C:19]=3[NH:18][C:17]3[N:28]=[C:29]([C:32]([F:35])([F:34])[F:33])[CH:30]=[CH:31][C:16]=3[CH2:15]2)(=[O:12])=[O:13])=[CH:7][CH:6]=1)([CH3:4])([CH3:3])[CH3:2]. (6) Given the reactants Cl[Si:2]([C:5]([CH3:8])([CH3:7])[CH3:6])([CH3:4])[CH3:3].[NH2:9][C:10]1[CH:11]=[C:12]([OH:16])[CH:13]=[CH:14][CH:15]=1.N1C=CN=C1, predict the reaction product. The product is: [Si:2]([O:16][C:12]1[CH:11]=[C:10]([CH:15]=[CH:14][CH:13]=1)[NH2:9])([C:5]([CH3:8])([CH3:7])[CH3:6])([CH3:4])[CH3:3].